This data is from Reaction yield outcomes from USPTO patents with 853,638 reactions. The task is: Predict the reaction yield, written as a fraction of the theoretical maximum amount of product (1.0 means a 100% yield; for example, 0.34 means a 34% yield). The reactants are C[O:2][C:3]([C:5]1[C:14]2[C:9](=[CH:10][CH:11]=[C:12]([O:15][CH3:16])[CH:13]=2)[N:8]=[CH:7][C:6]=1[OH:17])=O.[H-].[Al+3].[Li+].[H-].[H-].[H-]. The catalyst is O1CCCC1. The product is [OH:2][CH2:3][C:5]1[C:14]2[C:9](=[CH:10][CH:11]=[C:12]([O:15][CH3:16])[CH:13]=2)[N:8]=[CH:7][C:6]=1[OH:17]. The yield is 0.900.